Predict the reactants needed to synthesize the given product. From a dataset of Full USPTO retrosynthesis dataset with 1.9M reactions from patents (1976-2016). (1) Given the product [O:19]=[C:18]1[C:17]2[O:10][CH2:9][CH:7]([C:6]([O:5][CH3:4])=[O:11])[NH:8][C:16]=2[CH2:15][CH2:14][CH2:13]1, predict the reactants needed to synthesize it. The reactants are: [H-].[Na+].Cl.[CH3:4][O:5][C:6](=[O:11])[C@H:7]([CH2:9][OH:10])[NH2:8].Br[CH:13]1[C:18](=[O:19])[CH2:17][CH2:16][CH2:15][C:14]1=O.CN(C=O)C. (2) Given the product [CH3:8][C:9]1[N:10]=[C:11]([C:19]#[N:20])[CH:12]=[C:13]([N+:15]([O-:17])=[O:16])[CH:14]=1, predict the reactants needed to synthesize it. The reactants are: COS(OC)(=O)=O.[CH3:8][C:9]1[CH:14]=[C:13]([N+:15]([O-:17])=[O:16])[CH:12]=[CH:11][N+:10]=1[O-].[C-:19]#[N:20].[K+]. (3) Given the product [C:14]1([C:36]2[CH:41]=[CH:40][CH:39]=[CH:38][CH:37]=2)[CH:13]=[CH:12][C:11]([CH2:15][O:16][C:17]2[CH:18]=[CH:19][C:20]([C:23]3([CH2:27][C:28]([O:30][CH2:31][CH3:32])=[O:29])[CH2:24][O:25][CH2:26]3)=[CH:21][CH:22]=2)=[CH:10][CH:9]=1, predict the reactants needed to synthesize it. The reactants are: FC(F)(F)C1C=CC([C:9]2[CH:14]=[CH:13][CH:12]=[C:11]([CH2:15][O:16][C:17]3[CH:22]=[CH:21][C:20]([C:23]4([CH2:27][C:28]([O:30][CH2:31][CH3:32])=[O:29])[CH2:26][O:25][CH2:24]4)=[CH:19][CH:18]=3)[CH:10]=2)=CC=1.O[C:36]1[CH:41]=[CH:40][C:39](C2(CC(OCC)=O)COC2)=[CH:38][CH:37]=1.C1(C2C=CC(CBr)=CC=2)C=CC=CC=1. (4) Given the product [CH2:20]([O:22][C:23]([C:25]1[C:31]2[NH:32][C:33]3[CH:34]=[C:35]([O:39][C:63](=[O:64])[N:13]([CH3:12])[CH3:14])[CH:36]=[CH:37][C:38]=3[C:30]=2[C:29]([CH3:40])([CH3:41])[CH2:28][N:27]([C:42](=[O:51])[C:43]2[CH:44]=[CH:45][C:46]([F:49])=[CH:47][CH:48]=2)[CH:26]=1)=[O:24])[CH3:21], predict the reactants needed to synthesize it. The reactants are: C(OC(C1[C:12]2[NH:13][C:14]3C=CC=CC=3C=2CCNC=1)=O)C.[CH2:20]([O:22][C:23]([C:25]1[C:31]2[NH:32][C:33]3[CH:34]=[C:35]([OH:39])[CH:36]=[CH:37][C:38]=3[C:30]=2[C:29]([CH3:41])([CH3:40])[CH2:28][N:27]([C:42](=[O:51])[C:43]2[CH:48]=[CH:47][C:46]([F:49])=[C:45](F)[CH:44]=2)[CH:26]=1)=[O:24])[CH3:21].C(N(CC)CC)C.C(N=[C:63]=[O:64])CC. (5) Given the product [C:1]([O:4][C@H:5]([C:8]#[C:9][C:10]#[C:11][C@H:12]([O:22][S:31]([CH3:30])(=[O:33])=[O:32])[CH2:13][CH2:14][CH2:15][CH2:16][CH2:17][CH2:18][CH2:19][CH2:20][CH3:21])[CH:6]=[CH2:7])(=[O:3])[CH3:2], predict the reactants needed to synthesize it. The reactants are: [C:1]([O:4][C@H:5]([C:8]#[C:9][C:10]#[C:11][C@H:12]([OH:22])[CH2:13][CH2:14][CH2:15][CH2:16][CH2:17][CH2:18][CH2:19][CH2:20][CH3:21])[CH:6]=[CH2:7])(=[O:3])[CH3:2].C(N(CC)CC)C.[CH3:30][S:31](Cl)(=[O:33])=[O:32]. (6) Given the product [CH2:50]([O:52][C:53]([CH:55]1[CH2:56][CH2:57][N:58]([C:61]2[CH:66]=[CH:65][C:64]([NH:67][C:12]([C:10]3[N:11]=[C:7]([C:1]4[CH:2]=[CH:3][CH:4]=[CH:5][CH:6]=4)[O:8][C:9]=3[C:15]([F:18])([F:17])[F:16])=[O:14])=[CH:63][CH:62]=2)[CH2:59][CH2:60]1)=[O:54])[CH3:51], predict the reactants needed to synthesize it. The reactants are: [C:1]1([C:7]2[O:8][C:9]([C:15]([F:18])([F:17])[F:16])=[C:10]([C:12]([OH:14])=O)[N:11]=2)[CH:6]=[CH:5][CH:4]=[CH:3][CH:2]=1.C(N(CC)CC)C.F[P-](F)(F)(F)(F)F.Br[P+](N1CCCC1)(N1CCCC1)N1CCCC1.[CH2:50]([O:52][C:53]([CH:55]1[CH2:60][CH2:59][N:58]([C:61]2[CH:66]=[CH:65][C:64]([NH2:67])=[CH:63][CH:62]=2)[CH2:57][CH2:56]1)=[O:54])[CH3:51].